Dataset: Peptide-MHC class I binding affinity with 185,985 pairs from IEDB/IMGT. Task: Regression. Given a peptide amino acid sequence and an MHC pseudo amino acid sequence, predict their binding affinity value. This is MHC class I binding data. The binding affinity (normalized) is 0.443. The peptide sequence is NTPVSMTYLY. The MHC is HLA-A68:01 with pseudo-sequence HLA-A68:01.